This data is from Reaction yield outcomes from USPTO patents with 853,638 reactions. The task is: Predict the reaction yield, written as a fraction of the theoretical maximum amount of product (1.0 means a 100% yield; for example, 0.34 means a 34% yield). (1) The reactants are [Br:1][C:2]1[CH:7]=[CH:6][C:5]([OH:8])=[CH:4][CH:3]=1.C(=O)([O-])[O-].[K+].[K+].Br[CH2:16][CH2:17][O:18][CH3:19]. The catalyst is CN(C)C=O. The product is [Br:1][C:2]1[CH:7]=[CH:6][C:5]([O:8][CH2:16][CH2:17][O:18][CH3:19])=[CH:4][CH:3]=1. The yield is 0.480. (2) The reactants are C1C=CC(C2C=CC=CC=2)=CC=1.C1C=CC(OC2C=CC=CC=2)=CC=1.[Cl:26][C:27]1[CH:32]=[CH:31][C:30]([C:33]([F:36])([F:35])[F:34])=[CH:29][C:28]=1[NH:37][CH:38]=[C:39]([C:45](OCC)=[O:46])[C:40]([O:42][CH2:43][CH3:44])=[O:41]. No catalyst specified. The product is [Cl:26][C:27]1[CH:32]=[CH:31][C:30]([C:33]([F:34])([F:35])[F:36])=[C:29]2[C:28]=1[NH:37][CH:38]=[C:39]([C:40]([O:42][CH2:43][CH3:44])=[O:41])[C:45]2=[O:46]. The yield is 0.650. (3) The reactants are Br[C:2]1[CH:3]=[C:4]2[NH:10][C:9](=[O:11])[CH2:8][C:5]2=[N:6][CH:7]=1.[F:12][C:13]1[CH:21]=[C:20]2[C:16]([C:17](B3OC(C)(C)C(C)(C)O3)=[CH:18][N:19]2[C:22]([O:24][C:25]([CH3:28])([CH3:27])[CH3:26])=[O:23])=[CH:15][CH:14]=1. No catalyst specified. The product is [F:12][C:13]1[CH:21]=[C:20]2[C:16]([C:17]([C:2]3[CH:3]=[C:4]4[NH:10][C:9](=[O:11])[CH2:8][C:5]4=[N:6][CH:7]=3)=[CH:18][N:19]2[C:22]([O:24][C:25]([CH3:28])([CH3:27])[CH3:26])=[O:23])=[CH:15][CH:14]=1. The yield is 0.740. (4) The reactants are Br[C:2]1[CH:22]=[N:21][C:5]2[NH:6][C:7](=[O:20])[CH2:8][N:9]([CH2:10][C:11]3[C:16]([F:17])=[CH:15][CH:14]=[C:13]([F:18])[C:12]=3[Cl:19])[C:4]=2[CH:3]=1.[CH3:23][N:24]1[CH2:29][CH2:28][N:27]([C:30]2[CH:35]=[CH:34][C:33](B3OC(C)(C)C(C)(C)O3)=[CH:32][N:31]=2)[CH2:26][CH2:25]1.C1(P(C2C=CC=CC=2)C2C=CC=CC=2)C=CC=CC=1. The catalyst is C(O)CC.C([O-])(=O)C.[Pd+2].C([O-])(=O)C. The product is [Cl:19][C:12]1[C:13]([F:18])=[CH:14][CH:15]=[C:16]([F:17])[C:11]=1[CH2:10][N:9]1[CH2:8][C:7](=[O:20])[NH:6][C:5]2[N:21]=[CH:22][C:2]([C:33]3[CH:32]=[N:31][C:30]([N:27]4[CH2:26][CH2:25][N:24]([CH3:23])[CH2:29][CH2:28]4)=[CH:35][CH:34]=3)=[CH:3][C:4]1=2. The yield is 0.290.